Dataset: Forward reaction prediction with 1.9M reactions from USPTO patents (1976-2016). Task: Predict the product of the given reaction. (1) Given the reactants Br[C:2]1[CH:10]=[CH:9][C:8]([O:11][CH3:12])=[CH:7][C:3]=1[C:4]([OH:6])=[O:5].C([Li])CCC.CCCCCC.[C:24](Cl)(=[O:31])[C:25]1[CH:30]=[CH:29][CH:28]=[CH:27][CH:26]=1, predict the reaction product. The product is: [C:24]([C:2]1[CH:10]=[CH:9][C:8]([O:11][CH3:12])=[CH:7][C:3]=1[C:4]([OH:6])=[O:5])(=[O:31])[C:25]1[CH:30]=[CH:29][CH:28]=[CH:27][CH:26]=1. (2) Given the reactants [NH:1]1[CH:5]=[C:4](B(O)O)[CH:3]=[N:2]1.Br[C:10]1[CH:11]=[C:12]2[C:18]([C:19]3[CH:24]=[CH:23][CH:22]=[CH:21][CH:20]=3)=[N:17][N:16](C3CCCCO3)[C:13]2=[CH:14][N:15]=1, predict the reaction product. The product is: [C:19]1([C:18]2[C:12]3[C:13](=[CH:14][N:15]=[C:10]([C:4]4[CH:5]=[N:1][NH:2][CH:3]=4)[CH:11]=3)[NH:16][N:17]=2)[CH:20]=[CH:21][CH:22]=[CH:23][CH:24]=1. (3) Given the reactants S([CH2:11][N+:12]#[C-])(C1C=CC(C)=CC=1)(=O)=O.O=[C:15]1[CH2:21][CH:20]2[N:22]([C:23]([O:25][CH2:26][CH3:27])=[O:24])[CH:17]([CH2:18][CH2:19]2)[CH2:16]1.CC([O-])(C)C.[K+].O, predict the reaction product. The product is: [C:11]([CH:15]1[CH2:21][CH:20]2[N:22]([C:23]([O:25][CH2:26][CH3:27])=[O:24])[CH:17]([CH2:18][CH2:19]2)[CH2:16]1)#[N:12]. (4) Given the reactants [F:1][C@H:2]1[CH2:6][N:5](C(OC(C)(C)C)=O)[C@H:4]([C:14](=[O:33])[NH:15][CH2:16][C:17]2[CH:22]=[C:21]([C:23]3[CH:24]=[N:25][C:26]([C:29]([F:32])([F:31])[F:30])=[N:27][CH:28]=3)[N:20]=[CH:19][N:18]=2)[CH2:3]1.Cl, predict the reaction product. The product is: [F:1][C@H:2]1[CH2:6][NH:5][C@H:4]([C:14]([NH:15][CH2:16][C:17]2[N:18]=[CH:19][N:20]=[C:21]([C:23]3[CH:24]=[N:25][C:26]([C:29]([F:32])([F:31])[F:30])=[N:27][CH:28]=3)[CH:22]=2)=[O:33])[CH2:3]1. (5) Given the reactants [O:1]=[C:2]1[N:7]([CH2:8][C:9]2[CH:14]=[CH:13][CH:12]=[C:11]([C:15]3[N:20]=[CH:19][C:18](B4OC(C)(C)C(C)(C)O4)=[CH:17][N:16]=3)[CH:10]=2)[N:6]=[C:5]([C:30]2[CH:31]=[C:32]([CH:35]=[CH:36][CH:37]=2)[C:33]#[N:34])[CH:4]=[CH:3]1.B1([O-])O[O:39]1.O.O.O.O.[Na+].[Cl-].[NH4+], predict the reaction product. The product is: [OH:39][C:18]1[CH:17]=[N:16][C:15]([C:11]2[CH:10]=[C:9]([CH:14]=[CH:13][CH:12]=2)[CH2:8][N:7]2[C:2](=[O:1])[CH:3]=[CH:4][C:5]([C:30]3[CH:31]=[C:32]([CH:35]=[CH:36][CH:37]=3)[C:33]#[N:34])=[N:6]2)=[N:20][CH:19]=1. (6) Given the reactants C[O:2][C:3]([C:5]1[O:9][C:8]([C:10]2[CH:19]=[C:18]([C:20]#[N:21])[C:17]3[C:12](=[CH:13][CH:14]=[CH:15][CH:16]=3)[CH:11]=2)=[N:7][C:6]=1[CH3:22])=[O:4].O.[OH-].[Li+], predict the reaction product. The product is: [C:20]([C:18]1[C:17]2[C:12](=[CH:13][CH:14]=[CH:15][CH:16]=2)[CH:11]=[C:10]([C:8]2[O:9][C:5]([C:3]([OH:4])=[O:2])=[C:6]([CH3:22])[N:7]=2)[CH:19]=1)#[N:21]. (7) Given the reactants Cl[C:2]1[N:7]=[C:6]([C:8]2[C:9]([C:18]3[CH:19]=[C:20]([NH:24][C:25](=[O:32])[CH2:26][C:27]4[S:28][CH:29]=[CH:30][CH:31]=4)[CH:21]=[CH:22][CH:23]=3)=[N:10][N:11]3[CH:16]=[C:15]([CH3:17])[CH:14]=[CH:13][C:12]=23)[CH:5]=[CH:4][N:3]=1.C(N1CCN([C:42]2[CH:47]=[CH:46][C:45]([NH2:48])=[CH:44][CH:43]=2)CC1)(=O)C.Cl.O1[CH2:55][CH2:54]OCC1, predict the reaction product. The product is: [CH3:17][C:15]1[CH:14]=[CH:13][C:12]2[N:11]([N:10]=[C:9]([C:18]3[CH:19]=[C:20]([NH:24][C:25](=[O:32])[CH2:26][C:27]4[S:28][CH:29]=[CH:30][CH:31]=4)[CH:21]=[CH:22][CH:23]=3)[C:8]=2[C:6]2[CH:5]=[CH:4][N:3]=[C:2]([NH:48][C:45]3[CH:44]=[CH:43][CH:42]=[C:47]([CH2:2][N:3]4[CH2:55][CH2:54][CH2:5][CH2:4]4)[CH:46]=3)[N:7]=2)[CH:16]=1. (8) Given the reactants Cl[C:2]1[C:3](=[O:24])[O:4][C:5]([CH2:14][CH2:15][CH2:16][CH2:17][CH:18]2[CH2:23][CH2:22][CH2:21][CH2:20][CH2:19]2)([CH:9]2[CH2:13][CH2:12][CH2:11][CH2:10]2)[CH2:6][C:7]=1[OH:8].ClC1C(=O)OC(CCC2CCCCC=2)(C2CCCC2)CC=1O.ClC1C=CC2N(C(C)C)C(S)=NC=2C=1.[N:61]1[CH:66]=[CH:65][C:64]([C:67]2[NH:68][C:69]([SH:72])=[N:70][N:71]=2)=[CH:63][CH:62]=1, predict the reaction product. The product is: [CH:18]1([CH2:17][CH2:16][CH2:15][CH2:14][C:5]2([CH:9]3[CH2:13][CH2:12][CH2:11][CH2:10]3)[O:4][C:3](=[O:24])[C:2]([S:72][C:69]3[NH:68][C:67]([C:64]4[CH:65]=[CH:66][N:61]=[CH:62][CH:63]=4)=[N:71][N:70]=3)=[C:7]([OH:8])[CH2:6]2)[CH2:23][CH2:22][CH2:21][CH2:20][CH2:19]1. (9) Given the reactants [H-].[Al+3].[Li+].[H-].[H-].[H-].[CH:7]1(/[CH:13]=[CH:14]\[C:15]2[CH:16]=[CH:17][C:18]([C:21]#[N:22])=[N:19][CH:20]=2)[CH2:12][CH2:11][CH2:10][CH2:9][CH2:8]1.[OH-].[Na+], predict the reaction product. The product is: [NH2:22][CH2:21][C:18]1[CH:17]=[CH:16][C:15](/[CH:14]=[CH:13]\[CH:7]2[CH2:12][CH2:11][CH2:10][CH2:9][CH2:8]2)=[CH:20][N:19]=1.